This data is from Catalyst prediction with 721,799 reactions and 888 catalyst types from USPTO. The task is: Predict which catalyst facilitates the given reaction. Reactant: [NH2:1][C:2]1[N:7]=[C:6](S(C)(=O)=O)[C:5]([C:12]#[N:13])=[C:4]([C:14]2[CH:19]=[CH:18][CH:17]=[CH:16][CH:15]=2)[N:3]=1.[NH:20]1[CH2:25][CH2:24][CH2:23][CH2:22][CH2:21]1. Product: [NH2:1][C:2]1[N:3]=[C:4]([C:14]2[CH:19]=[CH:18][CH:17]=[CH:16][CH:15]=2)[C:5]([C:12]#[N:13])=[C:6]([N:20]2[CH2:25][CH2:24][CH2:23][CH2:22][CH2:21]2)[N:7]=1. The catalyst class is: 57.